From a dataset of Forward reaction prediction with 1.9M reactions from USPTO patents (1976-2016). Predict the product of the given reaction. Given the reactants [CH3:1][N:2]([CH3:11])[C:3]1[CH:8]=[CH:7][CH:6]=[C:5]([CH2:9][CH3:10])[CH:4]=1.[ClH:12].[N:13]([O-])=O.[Na+].NC1C=CC=CC=1, predict the reaction product. The product is: [ClH:12].[ClH:12].[CH3:1][N:2]([CH3:11])[C:3]1[CH:8]=[CH:7][C:6]([NH2:13])=[C:5]([CH2:9][CH3:10])[CH:4]=1.